Predict the reaction yield, written as a fraction of the theoretical maximum amount of product (1.0 means a 100% yield; for example, 0.34 means a 34% yield). From a dataset of Reaction yield outcomes from USPTO patents with 853,638 reactions. (1) The reactants are [Cl:1][C:2]1[CH:3]=[C:4]([N:8]2[N:12]=[N:11][C:10]([C@@H:13]3[N:17]4[CH2:18][CH2:19][NH:20][CH2:21][C@@H:16]4[CH2:15][CH2:14]3)=[N:9]2)[CH:5]=[CH:6][CH:7]=1.Cl[C:23]1[C:24]([C:29]#[N:30])=[N:25][CH:26]=[CH:27][N:28]=1.CCN(CC)CC. The catalyst is C1COCC1. The product is [Cl:1][C:2]1[CH:3]=[C:4]([N:8]2[N:12]=[N:11][C:10]([C@@H:13]3[N:17]4[CH2:18][CH2:19][N:20]([C:23]5[C:24]([C:29]#[N:30])=[N:25][CH:26]=[CH:27][N:28]=5)[CH2:21][C@@H:16]4[CH2:15][CH2:14]3)=[N:9]2)[CH:5]=[CH:6][CH:7]=1. The yield is 0.445. (2) The reactants are [Li+].C[Si]([N-][Si](C)(C)C)(C)C.[CH:11]1[C:20]2[C:15](=[CH:16][CH:17]=[CH:18][CH:19]=2)[CH:14]=[CH:13][CH:12]=1.[CH3:21][NH:22][CH3:23].[CH2:24]1[CH2:28][O:27][CH2:26][CH2:25]1. The catalyst is CC(OC1C=CC=C(OC(C)C)C=1C1C(P(C2CCCCC2)C2CCCCC2)=CC=CC=1)C.CC(OC)(C)C.C1C=[C-]C(CCN)=CC=1.Cl[Pd+]. The product is [CH3:21][N:22]([CH3:23])[C:19]1[CH:20]=[C:15]2[C:16](=[CH:17][CH:18]=1)[C:24]([C:28]1[CH:19]=[CH:20][CH:11]=[CH:12][CH:13]=1)=[C:25]1[C:26](=[O:27])[CH2:11][CH2:12][C:13]1=[CH:14]2. The yield is 0.150. (3) The reactants are [NH2:1][C:2]1[C:10]2[C:5](=[N:6][CH:7]=[C:8]([Cl:25])[C:9]=2[N:11]2[CH2:16][CH2:15][CH2:14][C@@H:13]([NH:17][C:18](=[O:24])[O:19][C:20]([CH3:23])([CH3:22])[CH3:21])[CH2:12]2)[NH:4][CH:3]=1.[CH3:26][O:27][C@@H:28]([CH3:32])[C:29](O)=[O:30].C1N(P(Cl)(N2C(=O)OCC2)=O)C(=O)OC1.C(N(CC)CC)C.[Li+].[OH-]. The catalyst is CC#N.O.O.CN1C(=O)CCC1. The product is [Cl:25][C:8]1[C:9]([N:11]2[CH2:16][CH2:15][CH2:14][C@@H:13]([NH:17][C:18](=[O:24])[O:19][C:20]([CH3:21])([CH3:22])[CH3:23])[CH2:12]2)=[C:10]2[C:2]([NH:1][C:29](=[O:30])[C@@H:28]([O:27][CH3:26])[CH3:32])=[CH:3][NH:4][C:5]2=[N:6][CH:7]=1. The yield is 0.770. (4) The reactants are Br[C:2]1[C:7]([CH2:8][O:9][C:10]2[C:11]([CH:18]3[O:22][CH2:21][CH2:20][O:19]3)=[CH:12][C:13]([O:16][CH3:17])=[N:14][CH:15]=2)=[CH:6][CH:5]=[CH:4][N:3]=1.[CH3:23][N:24](C=O)C. The catalyst is C1C=CC([P]([Pd]([P](C2C=CC=CC=2)(C2C=CC=CC=2)C2C=CC=CC=2)([P](C2C=CC=CC=2)(C2C=CC=CC=2)C2C=CC=CC=2)[P](C2C=CC=CC=2)(C2C=CC=CC=2)C2C=CC=CC=2)(C2C=CC=CC=2)C2C=CC=CC=2)=CC=1. The product is [O:19]1[CH2:20][CH2:21][O:22][CH:18]1[C:11]1[CH:12]=[C:13]([O:16][CH3:17])[N:14]=[CH:15][C:10]=1[O:9][CH2:8][C:7]1[C:2]([C:23]#[N:24])=[N:3][CH:4]=[CH:5][CH:6]=1. The yield is 0.840. (5) The reactants are [CH3:1][O:2][C:3]([C@H:5]1[CH2:10][CH2:9][C@H:8]([C:11]2[C:15](Br)=[C:14]([CH3:17])[O:13][N:12]=2)[CH2:7][CH2:6]1)=[O:4].[Cl-].C[Zn+].[CH3:21]N1CCN(C)C1=O. The catalyst is C(N1C=CN(C(C)C)C1=[Pd-2](Cl)C1C(Cl)=CC=CN=1)(C)C.O1CCCC1. The product is [CH3:1][O:2][C:3]([C@H:5]1[CH2:10][CH2:9][C@H:8]([C:11]2[C:15]([CH3:21])=[C:14]([CH3:17])[O:13][N:12]=2)[CH2:7][CH2:6]1)=[O:4]. The yield is 0.840.